From a dataset of NCI-60 drug combinations with 297,098 pairs across 59 cell lines. Regression. Given two drug SMILES strings and cell line genomic features, predict the synergy score measuring deviation from expected non-interaction effect. Drug 1: C1CN1C2=NC(=NC(=N2)N3CC3)N4CC4. Cell line: PC-3. Drug 2: C(CN)CNCCSP(=O)(O)O. Synergy scores: CSS=33.3, Synergy_ZIP=4.18, Synergy_Bliss=4.90, Synergy_Loewe=-16.0, Synergy_HSA=6.19.